From a dataset of Forward reaction prediction with 1.9M reactions from USPTO patents (1976-2016). Predict the product of the given reaction. (1) Given the reactants [CH:1]([O:4][C:5]1[N:10]=[CH:9][C:8]([C@@H:11]([NH:13][S@@](C(C)(C)C)=O)[CH3:12])=[CH:7][CH:6]=1)([CH3:3])[CH3:2].Cl, predict the reaction product. The product is: [CH:1]([O:4][C:5]1[N:10]=[CH:9][C:8]([C@@H:11]([NH2:13])[CH3:12])=[CH:7][CH:6]=1)([CH3:3])[CH3:2]. (2) Given the reactants [C:1]([C:3]1[CH:4]=[C:5]([S:9](Cl)(=[O:11])=[O:10])[CH:6]=[CH:7][CH:8]=1)#[N:2].[Cl:13][C:14]1[CH:26]=[N:25][C:17]2[NH:18][C:19]3[CH2:24][CH2:23][NH:22][CH2:21][C:20]=3[C:16]=2[CH:15]=1.O, predict the reaction product. The product is: [Cl:13][C:14]1[CH:26]=[N:25][C:17]2[NH:18][C:19]3[CH2:24][CH2:23][N:22]([S:9]([C:5]4[CH:4]=[C:3]([CH:8]=[CH:7][CH:6]=4)[C:1]#[N:2])(=[O:11])=[O:10])[CH2:21][C:20]=3[C:16]=2[CH:15]=1. (3) Given the reactants [CH3:1][O:2][CH2:3][C@@H:4]1[CH2:8][N:7]([C:9]([O:11][C:12]([CH3:15])([CH3:14])[CH3:13])=[O:10])[C@H:6]([C:16]([O:18]C)=[O:17])[CH2:5]1.[Li+].[OH-].Cl, predict the reaction product. The product is: [C:12]([O:11][C:9]([N:7]1[CH2:8][C@@H:4]([CH2:3][O:2][CH3:1])[CH2:5][C@H:6]1[C:16]([OH:18])=[O:17])=[O:10])([CH3:15])([CH3:13])[CH3:14]. (4) Given the reactants C(OC(=O)[NH:7][CH:8]1[CH2:13][CH2:12][C:11]([C:15](=[O:27])[NH:16][C:17]2[CH:22]=[CH:21][N:20]=[C:19]3[O:23][CH2:24][CH2:25][O:26][C:18]=23)([OH:14])[CH2:10][CH2:9]1)(C)(C)C.CO, predict the reaction product. The product is: [O:26]1[C:18]2[C:19](=[N:20][CH:21]=[CH:22][C:17]=2[NH:16][C:15]([C:11]2([OH:14])[CH2:12][CH2:13][CH:8]([NH2:7])[CH2:9][CH2:10]2)=[O:27])[O:23][CH2:24][CH2:25]1. (5) The product is: [Cl:1][C:2]1[CH:7]=[N:6][C:5]2=[N:8][C:16]([C:13]3[CH:12]=[CH:11][C:10]([CH3:27])=[CH:15][CH:14]=3)=[C:17]([C:19]3[CH:24]=[CH:23][C:22]([CH3:25])=[CH:21][CH:20]=3)[N:9]=[C:4]2[CH:3]=1. Given the reactants [Cl:1][C:2]1[CH:3]=[C:4]([NH2:9])[C:5]([NH2:8])=[N:6][CH:7]=1.[C:10]1([CH3:27])[CH:15]=[CH:14][C:13]([C:16](=O)[C:17]([C:19]2[CH:24]=[CH:23][C:22]([CH3:25])=[CH:21][CH:20]=2)=O)=[CH:12][CH:11]=1, predict the reaction product.